This data is from Reaction yield outcomes from USPTO patents with 853,638 reactions. The task is: Predict the reaction yield, written as a fraction of the theoretical maximum amount of product (1.0 means a 100% yield; for example, 0.34 means a 34% yield). (1) The product is [Br:10][CH2:8][C:4]1[C:3](=[O:9])[N:2]([CH3:1])[CH:7]=[CH:6][CH:5]=1. The catalyst is C(Cl)(Cl)(Cl)Cl. The reactants are [CH3:1][N:2]1[CH:7]=[CH:6][CH:5]=[C:4]([CH3:8])[C:3]1=[O:9].[Br:10]N1C(=O)CCC1=O.C(OOC(=O)C1C=CC=CC=1)(=O)C1C=CC=CC=1. The yield is 0.320. (2) The reactants are [C:1]([O:5][C:6]([N:8]1[CH2:13][CH:12]=[C:11]([C:14]2[CH:15]=[CH:16][C:17]3[O:26][CH2:25][CH2:24]C4N(N=C(C5N(CC(F)(F)F)N=CN=5)C=4)[C:18]=3[CH:37]=2)[CH2:10][CH2:9]1)=[O:7])([CH3:4])([CH3:3])[CH3:2].BrC1C=CC2OCC[C:48]3[C:44](=[N:45][N:46]([C:52]4[N:53]([C:57]5[CH:62]=[CH:61][C:60]([F:63])=[CH:59][C:58]=5[F:64])[N:54]=[CH:55][N:56]=4)[CH:47]=3)C=2C=1. No catalyst specified. The product is [C:1]([O:5][C:6]([N:8]1[CH2:13][CH:12]=[C:11]([C:14]2[CH:15]=[CH:16][C:17]3[O:26][CH2:25][CH2:24][C:48]4[C:44](=[N:45][N:46]([C:52]5[N:53]([C:57]6[CH:62]=[CH:61][C:60]([F:63])=[CH:59][C:58]=6[F:64])[N:54]=[CH:55][N:56]=5)[CH:47]=4)[C:18]=3[CH:37]=2)[CH2:10][CH2:9]1)=[O:7])([CH3:2])([CH3:3])[CH3:4]. The yield is 0.770. (3) The reactants are [ClH:1].[CH3:2][C:3]1[CH:4]=[N:5][CH:6]=[C:7]([C:9]#[C:10][C:11]2[CH:16]=[CH:15][CH:14]=[CH:13][CH:12]=2)[CH:8]=1. The catalyst is O1CCOCC1.C(OCC)C. The product is [ClH:1].[CH3:2][C:3]1[CH:4]=[N:5][CH:6]=[C:7]([C:9]#[C:10][C:11]2[CH:16]=[CH:15][CH:14]=[CH:13][CH:12]=2)[CH:8]=1. The yield is 1.00. (4) The reactants are Cl[CH2:2][C:3]1[CH:28]=[CH:27][C:6]([C:7]([NH:9][C:10]2[S:11][C:12]3[C:18]([N:19]4[CH2:24][CH2:23][O:22][CH2:21][CH2:20]4)=[CH:17][CH:16]=[C:15]([O:25][CH3:26])[C:13]=3[N:14]=2)=[O:8])=[CH:5][CH:4]=1.C([N:36]1[CH2:41][CH2:40][NH:39][CH2:38][CH2:37]1)(OC(C)(C)C)=O.C(=O)([O-])N.C(=O)([O-])[O-].[Na+].[Na+]. The catalyst is FC(F)(F)C(O)=O. The product is [CH3:26][O:25][C:15]1[C:13]2[N:14]=[C:10]([NH:9][C:7](=[O:8])[C:6]3[CH:5]=[CH:4][C:3]([CH2:2][N:36]4[CH2:41][CH2:40][NH:39][CH2:38][CH2:37]4)=[CH:28][CH:27]=3)[S:11][C:12]=2[C:18]([N:19]2[CH2:24][CH2:23][O:22][CH2:21][CH2:20]2)=[CH:17][CH:16]=1. The yield is 0.720. (5) The reactants are [CH3:1][O:2][C:3]1[CH:8]=[CH:7][CH:6]=[CH:5][C:4]=1[S:9][C:10]1[CH:15]=[CH:14][C:13](/[CH:16]=[CH:17]/[C:18](O)=[O:19])=[C:12]([C:21]([F:24])([F:23])[F:22])[C:11]=1[Cl:25].[NH:26]1[CH2:36][CH2:35][CH:29]([C:30]([O:32][CH2:33][CH3:34])=[O:31])[CH2:28][CH2:27]1.CCN(C(C)C)C(C)C. The catalyst is C(Cl)Cl. The product is [CH3:1][O:2][C:3]1[CH:8]=[CH:7][CH:6]=[CH:5][C:4]=1[S:9][C:10]1[CH:15]=[CH:14][C:13](/[CH:16]=[CH:17]/[C:18]([N:26]2[CH2:27][CH2:28][CH:29]([C:30]([O:32][CH2:33][CH3:34])=[O:31])[CH2:35][CH2:36]2)=[O:19])=[C:12]([C:21]([F:23])([F:22])[F:24])[C:11]=1[Cl:25]. The yield is 0.980. (6) The reactants are CC(C)([O-])C.[K+].[CH3:7][CH:8]([C:14](=O)[CH3:15])[C:9](OCC)=[O:10].[NH2:17][C:18]([NH2:20])=[S:19]. The catalyst is O1CCCC1.C(O)C. The product is [CH3:7][C:8]1[C:9](=[O:10])[NH:17][C:18](=[S:19])[NH:20][C:14]=1[CH3:15]. The yield is 0.785. (7) The reactants are C(OC(=O)[NH:7][O:8][CH2:9][CH2:10][N:11]1[CH2:16][CH2:15][O:14][CH2:13][CH2:12]1)(C)(C)C.O1CCOCC1.[ClH:24]. The catalyst is CO. The yield is 0.780. The product is [ClH:24].[ClH:24].[N:11]1([CH2:10][CH2:9][O:8][NH2:7])[CH2:16][CH2:15][O:14][CH2:13][CH2:12]1. (8) The reactants are [Al+3].[Cl-].[Cl-].[Cl-].[C:5]1([NH:11][C:12](=[O:17])[CH:13]=[C:14]([CH3:16])[CH3:15])[CH:10]=[CH:9][CH:8]=[CH:7][CH:6]=1. The catalyst is C1C=CC=CC=1. The product is [CH3:16][C:14]1([CH3:15])[C:10]2[C:5](=[CH:6][CH:7]=[CH:8][CH:9]=2)[NH:11][C:12](=[O:17])[CH2:13]1. The yield is 0.860.